The task is: Predict the reaction yield, written as a fraction of the theoretical maximum amount of product (1.0 means a 100% yield; for example, 0.34 means a 34% yield).. This data is from Reaction yield outcomes from USPTO patents with 853,638 reactions. (1) The reactants are C([S:8][C:9]1[CH:10]=[C:11]2[C:16](=[CH:17][CH:18]=1)[N:15]([C:19]1[CH:24]=[C:23]([CH3:25])[C:22]([Br:26])=[CH:21][C:20]=1[O:27][CH3:28])[C:14](=[O:29])[CH:13]=[CH:12]2)C1C=CC=CC=1.ClN1C(C)(C)C(=[O:38])N(Cl)C1=O.[F:41][C:42]1[C:47]([F:48])=[C:46]([F:49])[C:45]([F:50])=[C:44]([F:51])[C:43]=1[OH:52].C(N(CC)CC)C.[OH2:60]. The catalyst is C(O)(=O)C.C(Cl)Cl. The product is [Br:26][C:22]1[C:23]([CH3:25])=[CH:24][C:19]([N:15]2[C:16]3[C:11](=[CH:10][C:9]([S:8]([O:52][C:43]4[C:42]([F:41])=[C:47]([F:48])[C:46]([F:49])=[C:45]([F:50])[C:44]=4[F:51])(=[O:38])=[O:60])=[CH:18][CH:17]=3)[CH:12]=[CH:13][C:14]2=[O:29])=[C:20]([O:27][CH3:28])[CH:21]=1. The yield is 0.629. (2) The reactants are C[O:2][CH:3](OC)[CH:4]([CH3:13])[O:5][CH2:6][C:7]1[CH:12]=[CH:11][CH:10]=[CH:9][N:8]=1.O.S(=O)(=O)(O)O. The yield is 0.680. The product is [N:8]1[CH:9]=[CH:10][CH:11]=[CH:12][C:7]=1[CH2:6][O:5][CH:4]([CH3:13])[CH:3]=[O:2]. The catalyst is C1COCC1.